This data is from Full USPTO retrosynthesis dataset with 1.9M reactions from patents (1976-2016). The task is: Predict the reactants needed to synthesize the given product. (1) The reactants are: [Cl:1][C:2]1[CH:10]=[C:9]2[C:5]([C:6]([C:11]([N:13]3[CH2:18][CH2:17][C:16]4([C:26]5[C:21](=[CH:22][CH:23]=[CH:24][CH:25]=5)[NH:20][CH2:19]4)[CH2:15][CH2:14]3)=[O:12])=[CH:7][NH:8]2)=[CH:4][CH:3]=1.Br[CH2:28][C:29]1[CH:30]=[N:31][CH:32]=[CH:33][CH:34]=1. Given the product [Cl:1][C:2]1[CH:10]=[C:9]2[C:5]([C:6]([C:11]([N:13]3[CH2:18][CH2:17][C:16]4([C:26]5[C:21](=[CH:22][CH:23]=[CH:24][CH:25]=5)[NH:20][CH2:19]4)[CH2:15][CH2:14]3)=[O:12])=[CH:7][N:8]2[CH2:28][C:29]2[CH:30]=[N:31][CH:32]=[CH:33][CH:34]=2)=[CH:4][CH:3]=1, predict the reactants needed to synthesize it. (2) The reactants are: Cl.[CH2:2]([N:4]([CH2:8][CH3:9])[CH2:5][CH2:6][SH:7])[CH3:3].[H-].[Na+].[H][H].C[O:15][C:16]([C:18]1[C:27]2[CH2:26][CH2:25][CH2:24][CH2:23][C:22]=2[CH:21]=[CH:20][C:19]=1[NH:28][S:29]([C:32]1[CH:37]=[CH:36][CH:35]=[CH:34][C:33]=1F)(=[O:31])=[O:30])=[O:17]. Given the product [CH2:2]([N:4]([CH2:8][CH3:9])[CH2:5][CH2:6][S:7][C:33]1[CH:34]=[CH:35][CH:36]=[CH:37][C:32]=1[S:29]([NH:28][C:19]1[CH:20]=[CH:21][C:22]2[CH2:23][CH2:24][CH2:25][CH2:26][C:27]=2[C:18]=1[C:16]([OH:17])=[O:15])(=[O:30])=[O:31])[CH3:3], predict the reactants needed to synthesize it. (3) Given the product [OH:27][C@H:17]1[CH2:18][CH2:19][C@@:20]2([CH3:21])[C:15](=[CH:14][CH:13]=[C:12]3[C@@H:22]2[CH2:23][CH2:24][C@@:25]2([CH3:26])[C@H:11]3[CH2:10][CH2:9][C@@H:8]2[C@H:6]([CH3:7])[CH2:5][CH2:4][C:3]([OH:30])=[O:2])[C:16]1([CH3:28])[CH3:29], predict the reactants needed to synthesize it. The reactants are: C[O:2][C:3](=[O:30])[CH2:4][CH2:5][C@H:6]([C@@H:8]1[C@:25]2([CH3:26])[C@H:11]([C:12]3[C@H:22]([CH2:23][CH2:24]2)[C@:20]2([CH3:21])[C:15]([C:16]([CH3:29])([CH3:28])[C@@H:17]([OH:27])[CH2:18][CH2:19]2)=[CH:14][CH:13]=3)[CH2:10][CH2:9]1)[CH3:7].C1COCC1.[OH-].[Na+]. (4) The reactants are: [C:1]([O:5][C:6](=[O:27])[NH:7][CH2:8][C:9]1[C:14]([C:15]2[CH:20]=[CH:19][C:18]([Cl:21])=[CH:17][C:16]=2[Cl:22])=[CH:13][N:12]2[C:23]([NH2:26])=[CH:24][N:25]=[C:11]2[CH:10]=1)([CH3:4])([CH3:3])[CH3:2].[O:28]1[CH2:33][CH2:32][CH:31]([C:34](O)=[O:35])[CH2:30][CH2:29]1.CCN(C(C)C)C(C)C.CN(C(ON1N=NC2C=CC=NC1=2)=[N+](C)C)C.F[P-](F)(F)(F)(F)F. Given the product [C:1]([O:5][C:6](=[O:27])[NH:7][CH2:8][C:9]1[C:14]([C:15]2[CH:20]=[CH:19][C:18]([Cl:21])=[CH:17][C:16]=2[Cl:22])=[CH:13][N:12]2[C:23]([NH:26][C:34]([CH:31]3[CH2:32][CH2:33][O:28][CH2:29][CH2:30]3)=[O:35])=[CH:24][N:25]=[C:11]2[CH:10]=1)([CH3:4])([CH3:2])[CH3:3], predict the reactants needed to synthesize it. (5) Given the product [CH3:17][N:18]1[C:26]2[C:21](=[C:22]([C:2]3[C:3](=[O:16])[CH:4]([CH2:9][CH:10]4[CH2:15][CH2:14][O:13][CH2:12][CH2:11]4)[CH2:5][C:6]=3[O:7][CH3:8])[C:23]([CH3:27])=[CH:24][CH:25]=2)[CH:20]=[N:19]1, predict the reactants needed to synthesize it. The reactants are: Br[C:2]1[C:3](=[O:16])[CH:4]([CH2:9][CH:10]2[CH2:15][CH2:14][O:13][CH2:12][CH2:11]2)[CH2:5][C:6]=1[O:7][CH3:8].[CH3:17][N:18]1[C:26]2[CH:25]=[CH:24][C:23]([CH3:27])=[C:22](B(O)O)[C:21]=2[CH:20]=[N:19]1.[O-]P([O-])([O-])=O.[K+].[K+].[K+].C1(P(C2CCCCC2)C2C=CC=CC=2C2C(OC)=CC=CC=2OC)CCCCC1. (6) Given the product [CH2:1]([O:5][C:6]1[CH:10]=[C:9]([CH:11]=[O:12])[N:8]([CH2:17][C:18]2[CH:19]=[CH:20][C:21]([C:24]([F:26])([F:27])[F:25])=[CH:22][CH:23]=2)[N:7]=1)[CH2:2][CH2:3][CH3:4], predict the reactants needed to synthesize it. The reactants are: [CH2:1]([O:5][C:6]1[CH:10]=[C:9]([C:11](N(OC)C)=[O:12])[N:8]([CH2:17][C:18]2[CH:23]=[CH:22][C:21]([C:24]([F:27])([F:26])[F:25])=[CH:20][CH:19]=2)[N:7]=1)[CH2:2][CH2:3][CH3:4].[H-].C([Al+]CC(C)C)C(C)C.CO.[C@H](O)(C([O-])=O)[C@@H](O)C([O-])=O.[Na+].[K+].